This data is from Peptide-MHC class II binding affinity with 134,281 pairs from IEDB. The task is: Regression. Given a peptide amino acid sequence and an MHC pseudo amino acid sequence, predict their binding affinity value. This is MHC class II binding data. The peptide sequence is DTFRKLFRVYDNFLR. The MHC is DRB1_0401 with pseudo-sequence DRB1_0401. The binding affinity (normalized) is 0.495.